This data is from Catalyst prediction with 721,799 reactions and 888 catalyst types from USPTO. The task is: Predict which catalyst facilitates the given reaction. (1) Product: [Cl:1][C:2]1[C:10]([O:11][CH:12]([CH3:14])[CH3:13])=[CH:9][C:8]([C:15]2[CH:16]=[N:17][N:18]([CH3:20])[CH:19]=2)=[CH:7][C:3]=1[C:4]([NH:53][CH2:54][C:55]1[C:56](=[O:63])[NH:57][C:58]([CH3:62])=[CH:59][C:60]=1[CH3:61])=[O:6]. Reactant: [Cl:1][C:2]1[C:10]([O:11][CH:12]([CH3:14])[CH3:13])=[CH:9][C:8]([C:15]2[CH:16]=[N:17][N:18]([CH3:20])[CH:19]=2)=[CH:7][C:3]=1[C:4]([OH:6])=O.F[P-](F)(F)(F)(F)F.N1(OC(N(C)C)=[N+](C)C)C2N=CC=CC=2N=N1.CN1CCOCC1.Cl.[NH2:53][CH2:54][C:55]1[C:56](=[O:63])[NH:57][C:58]([CH3:62])=[CH:59][C:60]=1[CH3:61]. The catalyst class is: 35. (2) Reactant: [SH:1][C:2]1[NH:3][C:4]([C:10]2[CH:15]=[CH:14][CH:13]=[CH:12][CH:11]=2)=[C:5]([C:7]([OH:9])=O)[N:6]=1.[Cl:16][C:17]1[CH:18]=[C:19]([N:23]2[CH2:28][CH2:27][NH:26][CH2:25][CH2:24]2)[CH:20]=[CH:21][CH:22]=1.Cl.CN(C)CCCN=C=NCC.O.ON1C2C=CC=CC=2N=N1. Product: [Cl:16][C:17]1[CH:18]=[C:19]([N:23]2[CH2:28][CH2:27][N:26]([C:7]([C:5]3[N:6]=[C:2]([SH:1])[NH:3][C:4]=3[C:10]3[CH:15]=[CH:14][CH:13]=[CH:12][CH:11]=3)=[O:9])[CH2:25][CH2:24]2)[CH:20]=[CH:21][CH:22]=1. The catalyst class is: 4.